Dataset: Forward reaction prediction with 1.9M reactions from USPTO patents (1976-2016). Task: Predict the product of the given reaction. (1) Given the reactants [C:1]1([NH:7][C:8]2[CH:13]=[CH:12][CH:11]=[CH:10][C:9]=2[NH2:14])[CH:6]=[CH:5][CH:4]=[CH:3][CH:2]=1.CN1CCCC1=O.[Br:22][C:23]1[N:28]=[C:27]([C:29](Cl)=[O:30])[CH:26]=[CH:25][CH:24]=1.CN1CCCC1=O, predict the reaction product. The product is: [Br:22][C:23]1[N:28]=[C:27]([C:29]([NH:14][C:9]2[CH:10]=[CH:11][CH:12]=[CH:13][C:8]=2[NH:7][C:1]2[CH:2]=[CH:3][CH:4]=[CH:5][CH:6]=2)=[O:30])[CH:26]=[CH:25][CH:24]=1. (2) Given the reactants C1COCC1.C1(P(C2C=CC=CC=2)CCP(C2C=CC=CC=2)C2C=CC=CC=2)C=CC=CC=1.[C:34]([O:38][C:39](=[O:48])[NH:40][CH2:41][CH:42]=[CH:43][Si](C)(C)C)([CH3:37])([CH3:36])[CH3:35].I[C:50]1[CH:68]=[CH:67][C:53]([O:54][CH2:55][C:56]2[C:65]3[C:60](=[CH:61][CH:62]=[CH:63][CH:64]=3)[N:59]=[C:58]([CH3:66])[CH:57]=2)=[CH:52][CH:51]=1, predict the reaction product. The product is: [C:34]([O:38][C:39](=[O:48])[NH:40][CH2:41][C:42]([C:50]1[CH:68]=[CH:67][C:53]([O:54][CH2:55][C:56]2[C:65]3[C:60](=[CH:61][CH:62]=[CH:63][CH:64]=3)[N:59]=[C:58]([CH3:66])[CH:57]=2)=[CH:52][CH:51]=1)=[CH2:43])([CH3:37])([CH3:36])[CH3:35].